From a dataset of Reaction yield outcomes from USPTO patents with 853,638 reactions. Predict the reaction yield, written as a fraction of the theoretical maximum amount of product (1.0 means a 100% yield; for example, 0.34 means a 34% yield). (1) The reactants are Br[C:2]1[C:10]2[C:5](=[N:6][CH:7]=[CH:8][C:9]=2[O:11][C:12]2[CH:17]=[CH:16][C:15]([N+:18]([O-:20])=[O:19])=[CH:14][C:13]=2[F:21])[N:4]([CH2:22][O:23][CH2:24][CH2:25][Si:26]([CH3:29])([CH3:28])[CH3:27])[CH:3]=1.[N:30]1[CH:35]=[CH:34][C:33](B(O)O)=[CH:32][CH:31]=1.C(O)C.P([O-])([O-])([O-])=O.[K+].[K+].[K+]. The yield is 0.490. The product is [F:21][C:13]1[CH:14]=[C:15]([N+:18]([O-:20])=[O:19])[CH:16]=[CH:17][C:12]=1[O:11][C:9]1[CH:8]=[CH:7][N:6]=[C:5]2[N:4]([CH2:22][O:23][CH2:24][CH2:25][Si:26]([CH3:29])([CH3:28])[CH3:27])[CH:3]=[C:2]([C:33]3[CH:34]=[CH:35][N:30]=[CH:31][CH:32]=3)[C:10]=12. The catalyst is C1(C)C=CC=CC=1.CCOC(C)=O. (2) The reactants are [N:1]1[CH:6]=[CH:5][CH:4]=[CH:3][C:2]=1[C:7]1[NH:11][CH:10]=[C:9]([C:12](OCC)=[O:13])[CH:8]=1.[H-].C([Al+]CC(C)C)C(C)C.O.S([O-])([O-])(=O)=O.[Mg+2]. The catalyst is O1CCCC1.C1(C)C=CC=CC=1. The product is [N:1]1[CH:6]=[CH:5][CH:4]=[CH:3][C:2]=1[C:7]1[NH:11][CH:10]=[C:9]([CH2:12][OH:13])[CH:8]=1. The yield is 0.880. (3) The reactants are [CH2:1]([N:8]1[CH2:13][CH2:12][CH:11]([NH:14][C:15](=O)[CH2:16][C:17]2[CH:22]=[CH:21][CH:20]=[C:19]([F:23])[C:18]=2[N+:24]([O-:26])=[O:25])[CH2:10][CH2:9]1)[C:2]1[CH:7]=[CH:6][CH:5]=[CH:4][CH:3]=1.Cl[Si](C)(C)C.[BH4-].[Li+].O.Cl.[OH-].[Na+]. The catalyst is O1CCCC1. The product is [F:23][C:19]1[C:18]([N+:24]([O-:26])=[O:25])=[C:17]([CH:22]=[CH:21][CH:20]=1)[CH2:16][CH2:15][NH:14][CH:11]1[CH2:12][CH2:13][N:8]([CH2:1][C:2]2[CH:7]=[CH:6][CH:5]=[CH:4][CH:3]=2)[CH2:9][CH2:10]1. The yield is 0.380. (4) The reactants are COC([CH:5]1[CH2:10][NH:9][CH2:8][CH2:7][N:6]1[C:11]1[CH:16]=[CH:15][C:14]([C:17]([F:20])([F:19])[F:18])=[CH:13][N:12]=1)=O.[CH3:21][O:22][C:23](C1N(C2C=CC(C(F)(F)F)=CN=2)CCN([C:23]([O:22][C:21](C)(C)C)=[O:24])C1)=[O:24].C(O)(C(F)(F)F)=O.C(Cl)Cl. The catalyst is C(Cl)Cl. The product is [CH3:21][O:22][C:23]([C@H:10]1[CH2:5][N:6]([C:11]2[CH:16]=[CH:15][C:14]([C:17]([F:18])([F:19])[F:20])=[CH:13][N:12]=2)[CH2:7][CH2:8][NH:9]1)=[O:24]. The yield is 0.940. (5) The reactants are [Cl:1][C:2]1[CH:3]=[CH:4][C:5]2[NH:11][C:10]3[CH:12]=[CH:13][CH:14]=[CH:15][C:9]=3[C:8](=O)[NH:7][C:6]=2[CH:17]=1.P(Cl)(Cl)([Cl:20])=O.C([O-])([O-])=O.[Na+].[Na+]. The catalyst is C1C=CC=CC=1. The product is [Cl:1][C:2]1[CH:3]=[CH:4][C:5]2[NH:11][C:10]3[CH:12]=[CH:13][CH:14]=[CH:15][C:9]=3[C:8]([Cl:20])=[N:7][C:6]=2[CH:17]=1. The yield is 0.580. (6) The reactants are [NH2:1][C:2]1[NH:6][N:5]=[C:4]([NH:7][C:8]2[CH:13]=[CH:12][C:11]([N+:14]([O-:16])=[O:15])=[CH:10][CH:9]=2)[C:3]=1[C:17]([NH2:19])=[O:18].[OH:20][C:21]1[CH:28]=[CH:27][C:24]([CH:25]=O)=[CH:23][CH:22]=1.N1CCCCC1. The catalyst is C(O)C. The product is [OH:20][C:21]1[CH:28]=[CH:27][C:24]([CH:25]=[N:1][C:2]2[NH:6][N:5]=[C:4]([NH:7][C:8]3[CH:9]=[CH:10][C:11]([N+:14]([O-:16])=[O:15])=[CH:12][CH:13]=3)[C:3]=2[C:17]([NH2:19])=[O:18])=[CH:23][CH:22]=1. The yield is 0.470. (7) The reactants are C1(C)C=CC=CC=1.CSC.B.[Br:12][CH2:13][CH2:14][CH:15]=[C:16]1[C:22]2[CH:23]=[CH:24][CH:25]=[CH:26][C:21]=2[CH2:20][C:19](=[O:27])[C:18]2[CH:28]=[CH:29][CH:30]=[CH:31][C:17]1=2.C(=O)(O)[O-].[Na+]. The catalyst is CO.O1CCCC1. The product is [Br:12][CH2:13][CH2:14][CH:15]=[C:16]1[C:22]2[CH:23]=[CH:24][CH:25]=[CH:26][C:21]=2[CH2:20][C@H:19]([OH:27])[C:18]2[CH:28]=[CH:29][CH:30]=[CH:31][C:17]1=2. The yield is 0.890. (8) The reactants are [CH3:1][NH:2][NH2:3].[N:4]1[CH:9]=[CH:8][CH:7]=[C:6]([C:10]2[CH:11]=[CH:12][C:13]3[N:14]([C:16]([CH:19]=O)=[CH:17][N:18]=3)[CH:15]=2)[CH:5]=1.[CH2:21]([N:28]=[C:29]=[O:30])[C:22]1[CH:27]=[CH:26][CH:25]=[CH:24][CH:23]=1. No catalyst specified. The product is [CH2:21]([NH:28][C:29]([N:2]([CH3:1])/[N:3]=[CH:19]/[C:16]1[N:14]2[CH:15]=[C:10]([C:6]3[CH:5]=[N:4][CH:9]=[CH:8][CH:7]=3)[CH:11]=[CH:12][C:13]2=[N:18][CH:17]=1)=[O:30])[C:22]1[CH:27]=[CH:26][CH:25]=[CH:24][CH:23]=1. The yield is 0.410. (9) The product is [Cl:1][C:2]1[N:7]=[C:6]([C:8]2[C:13]([F:14])=[CH:12][CH:11]=[CH:10][N:9]=2)[C:5]([I:25])=[CH:4][CH:3]=1. The catalyst is O. The yield is 0.810. The reactants are [Cl:1][C:2]1[N:7]=[C:6]([C:8]2[C:13]([F:14])=[CH:12][CH:11]=[CH:10][N:9]=2)[C:5](N)=[CH:4][CH:3]=1.S(=O)(=O)(O)O.N([O-])=O.[Na+].[I-:25].[K+].